This data is from Forward reaction prediction with 1.9M reactions from USPTO patents (1976-2016). The task is: Predict the product of the given reaction. Given the reactants [CH2:1]([O:3][C:4](=[O:38])[CH:5]([C:22]1[N:23]([CH3:37])[C:24]2[C:29]([C:30]=1[S:31][C:32]([CH3:35])([CH3:34])[CH3:33])=[CH:28][C:27]([OH:36])=[CH:26][CH:25]=2)[CH2:6][C:7]1[CH:12]=[CH:11][CH:10]=[C:9](B2OC(C)(C)C(C)(C)O2)[CH:8]=1)[CH3:2].Br[C:40]1[CH:45]=[CH:44][C:43]([C:46]([F:49])([F:48])[F:47])=[CH:42][N:41]=1.C(=O)([O-])[O-].[K+].[K+].COCCOC, predict the reaction product. The product is: [CH2:1]([O:3][C:4](=[O:38])[CH:5]([C:22]1[N:23]([CH3:37])[C:24]2[C:29]([C:30]=1[S:31][C:32]([CH3:35])([CH3:33])[CH3:34])=[CH:28][C:27]([OH:36])=[CH:26][CH:25]=2)[CH2:6][C:7]1[CH:12]=[CH:11][CH:10]=[C:9]([C:40]2[CH:45]=[CH:44][C:43]([C:46]([F:49])([F:48])[F:47])=[CH:42][N:41]=2)[CH:8]=1)[CH3:2].